This data is from Reaction yield outcomes from USPTO patents with 853,638 reactions. The task is: Predict the reaction yield, written as a fraction of the theoretical maximum amount of product (1.0 means a 100% yield; for example, 0.34 means a 34% yield). (1) The reactants are C1N=CN(C(N2C=NC=C2)=O)C=1.OC(C(F)(F)F)=O.[CH:20]1([C:26]2[C:27]3[CH:28]=[CH:29][C:30]([C:57](OC(C)(C)C)=[O:58])=[CH:31][C:32]=3[N:33]3[CH2:39][C:38]([C:40]([N:42]4[CH:47]5[CH2:48][CH2:49][CH:43]4[CH2:44][N:45]([CH3:50])[CH2:46]5)=[O:41])=[CH:37][C:36]4[CH:51]=[C:52]([O:55][CH3:56])[CH:53]=[CH:54][C:35]=4[C:34]=23)[CH2:25][CH2:24][CH2:23][CH2:22][CH2:21]1.[CH2:64]([C:66]1([S:69]([NH2:72])(=[O:71])=[O:70])[CH2:68][CH2:67]1)[CH3:65].C1CCN2C(=NCCC2)CC1. The catalyst is C1COCC1. The product is [CH:20]1([C:26]2[C:27]3[CH:28]=[CH:29][C:30]([C:57]([NH:72][S:69]([C:66]4([CH2:64][CH3:65])[CH2:68][CH2:67]4)(=[O:71])=[O:70])=[O:58])=[CH:31][C:32]=3[N:33]3[CH2:39][C:38]([C:40]([N:42]4[CH:43]5[CH2:49][CH2:48][CH:47]4[CH2:46][N:45]([CH3:50])[CH2:44]5)=[O:41])=[CH:37][C:36]4[CH:51]=[C:52]([O:55][CH3:56])[CH:53]=[CH:54][C:35]=4[C:34]=23)[CH2:25][CH2:24][CH2:23][CH2:22][CH2:21]1. The yield is 0.450. (2) The reactants are [CH:1]1([N:5]2[CH2:10][CH2:9][N:8]([C:11]([C:13]3[CH:14]=[C:15]4[C:19](=[CH:20][CH:21]=3)[NH:18][C:17]([C:22]([N:24]3[CH2:29][CH2:28][C:27]([F:31])([F:30])[CH2:26][CH2:25]3)=[O:23])=[CH:16]4)=[O:12])[CH2:7][CH2:6]2)[CH2:4][CH2:3][CH2:2]1.[CH2:32]1[O:40][C:39]2[CH:38]=[CH:37][C:36](B(O)O)=[CH:35][C:34]=2[O:33]1.N1C=CC=CC=1. The catalyst is ClCCl.C([O-])(=O)C.[Cu+2].C([O-])(=O)C. The product is [O:33]1[C:34]2[CH:35]=[CH:36][C:37]([N:18]3[C:19]4[C:15](=[CH:14][C:13]([C:11]([N:8]5[CH2:7][CH2:6][N:5]([CH:1]6[CH2:2][CH2:3][CH2:4]6)[CH2:10][CH2:9]5)=[O:12])=[CH:21][CH:20]=4)[CH:16]=[C:17]3[C:22]([N:24]3[CH2:25][CH2:26][C:27]([F:30])([F:31])[CH2:28][CH2:29]3)=[O:23])=[CH:38][C:39]=2[O:40][CH2:32]1. The yield is 0.240. (3) The reactants are [C:1]1([S:7]([N:10]2[C:14]3=[N:15][CH:16]=[C:17]([S:19][CH2:20][CH3:21])[CH:18]=[C:13]3[CH:12]=[CH:11]2)(=[O:9])=[O:8])[CH:6]=[CH:5][CH:4]=[CH:3][CH:2]=1.[CH2:22]([Li])[CH2:23][CH2:24][CH3:25].[CH3:27][CH2:28][CH2:29]CCC.C1(C=[O:39])CCCC1. The product is [C:1]1([S:7]([N:10]2[C:14]3=[N:15][CH:16]=[C:17]([S:19][CH2:20][CH3:21])[CH:18]=[C:13]3[CH:12]=[C:11]2[CH:22]([OH:39])[CH2:23][CH:24]2[CH2:25][CH2:29][CH2:28][CH2:27]2)(=[O:9])=[O:8])[CH:6]=[CH:5][CH:4]=[CH:3][CH:2]=1. The catalyst is O1CCCC1. The yield is 0.830.